Task: Predict the reactants needed to synthesize the given product.. Dataset: Full USPTO retrosynthesis dataset with 1.9M reactions from patents (1976-2016) (1) Given the product [C:16]([C:18]1[CH:14]=[CH:13][C:11](=[O:12])[N:21]([C:22]2[CH:27]=[CH:26][CH:25]=[CH:24][CH:23]=2)[C:19]=1[S-:20])#[N:17].[Na+:3], predict the reactants needed to synthesize it. The reactants are: C[O-].[Na+:3].CO.CN1[CH:14]=[CH:13][C:11](=[O:12])N(C)C1=O.[C:16]([CH2:18][C:19]([NH:21][C:22]1[CH:27]=[CH:26][CH:25]=[CH:24][CH:23]=1)=[S:20])#[N:17]. (2) Given the product [CH3:13][N:12]([CH3:14])[C:11]1[CH:15]=[CH:16][C:8]([C:6]2[CH:5]=[CH:4][N:3]=[C:2]([NH:27][C:26]3[CH:25]=[CH:24][C:23]([N:20]4[CH2:21][CH2:22][O:17][CH2:18][CH2:19]4)=[CH:29][CH:28]=3)[N:7]=2)=[CH:9][CH:10]=1, predict the reactants needed to synthesize it. The reactants are: Cl[C:2]1[N:7]=[C:6]([C:8]2[CH:16]=[CH:15][C:11]([N:12]([CH3:14])[CH3:13])=[CH:10][CH:9]=2)[CH:5]=[CH:4][N:3]=1.[O:17]1[CH2:22][CH2:21][N:20]([C:23]2[CH:29]=[CH:28][C:26]([NH2:27])=[CH:25][CH:24]=2)[CH2:19][CH2:18]1.C(O)CCC.